From a dataset of Catalyst prediction with 721,799 reactions and 888 catalyst types from USPTO. Predict which catalyst facilitates the given reaction. (1) Reactant: [CH2:1]([C:3]1[CH:8]=[CH:7][C:6]([CH:9]([CH:30]([CH3:35])[C:31]([F:34])([F:33])[F:32])[C:10]([NH:12][C:13]2[CH:14]=[C:15]([CH:27]=[CH:28][CH:29]=2)[CH2:16][C:17]2([C:20]([O:22]C(C)(C)C)=[O:21])[CH2:19][CH2:18]2)=[O:11])=[CH:5][CH:4]=1)[CH3:2].C(O)(C(F)(F)F)=O. Product: [CH2:1]([C:3]1[CH:4]=[CH:5][C:6]([CH:9]([CH:30]([CH3:35])[C:31]([F:32])([F:33])[F:34])[C:10]([NH:12][C:13]2[CH:14]=[C:15]([CH:27]=[CH:28][CH:29]=2)[CH2:16][C:17]2([C:20]([OH:22])=[O:21])[CH2:19][CH2:18]2)=[O:11])=[CH:7][CH:8]=1)[CH3:2]. The catalyst class is: 4. (2) Reactant: [NH2:1][C:2]1[CH:7]=[CH:6][N:5]=[CH:4][N:3]=1.C1C=C(Cl)C=C(C(OO)=[O:16])C=1.CO. Product: [NH4+:1].[OH-:16].[N+:5]1([O-:16])[CH:6]=[CH:7][C:2]([NH2:1])=[N:3][CH:4]=1. The catalyst class is: 4. (3) Reactant: [F:1][C:2]1[CH:8]=[CH:7][C:5]([NH2:6])=[C:4]([C:9]([F:12])([F:11])[F:10])[CH:3]=1.[CH2:13]([O:15][C:16](=[O:30])[C:17]([C:22](=[O:29])[C:23]1[CH:28]=[CH:27][CH:26]=[CH:25][CH:24]=1)=[CH:18]OCC)[CH3:14]. Product: [CH2:13]([O:15][C:16](=[O:30])[C:17]([C:22](=[O:29])[C:23]1[CH:24]=[CH:25][CH:26]=[CH:27][CH:28]=1)=[CH:18][NH:6][C:5]1[CH:7]=[CH:8][C:2]([F:1])=[CH:3][C:4]=1[C:9]([F:10])([F:11])[F:12])[CH3:14]. The catalyst class is: 11. (4) Reactant: [C:1]1([NH2:8])[CH:6]=[CH:5][CH:4]=[CH:3][C:2]=1[NH2:7].[CH:9]1[C:18]2[C:13](=[CH:14][CH:15]=[CH:16][CH:17]=2)[CH:12]=[CH:11][C:10]=1[CH:19]1[CH2:25][C:24](=O)[O:23][C:21](=[O:22])[CH2:20]1.[ClH:27]. Product: [ClH:27].[N:7]1[C:2]2[CH:3]=[CH:4][CH:5]=[CH:6][C:1]=2[NH:8][C:24]=1[CH2:25][CH:19]([C:10]1[CH:11]=[CH:12][C:13]2[C:18](=[CH:17][CH:16]=[CH:15][CH:14]=2)[CH:9]=1)[CH2:20][C:21]([OH:23])=[O:22]. The catalyst class is: 269. (5) Reactant: Cl[C:2]([O:4][CH2:5][C:6]1[CH:11]=[CH:10][CH:9]=[CH:8][CH:7]=1)=[O:3].[CH3:12][S:13]([C:16]1[CH:21]=[CH:20][C:19]([C:22]2[CH:23]=[CH:24][C:25]([O:28][CH2:29][CH:30]3[CH2:35][CH2:34][NH:33][CH2:32][CH2:31]3)=[N:26][CH:27]=2)=[CH:18][CH:17]=1)(=[O:15])=[O:14].C(N(CC)CC)C. Product: [CH3:12][S:13]([C:16]1[CH:21]=[CH:20][C:19]([C:22]2[CH:23]=[CH:24][C:25]([O:28][CH2:29][CH:30]3[CH2:35][CH2:34][N:33]([C:2]([O:4][CH2:5][C:6]4[CH:11]=[CH:10][CH:9]=[CH:8][CH:7]=4)=[O:3])[CH2:32][CH2:31]3)=[N:26][CH:27]=2)=[CH:18][CH:17]=1)(=[O:14])=[O:15]. The catalyst class is: 1. (6) Product: [CH3:1][C:2]1([CH3:19])[CH:11]=[C:10]([C:12]2[S:16][C:15]([CH3:17])=[CH:14][CH:13]=2)[C:9]2[C:4](=[CH:5][CH:6]=[C:7]([CH:28]=[O:29])[CH:8]=2)[S:3]1. The catalyst class is: 134. Reactant: [CH3:1][C:2]1([CH3:19])[CH:11]=[C:10]([C:12]2[S:16][C:15]([CH3:17])=[CH:14][CH:13]=2)[C:9]2[C:4](=[CH:5][CH:6]=[C:7](Br)[CH:8]=2)[S:3]1.[Li]CCCC.CN([CH:28]=[O:29])C. (7) Product: [CH3:26][C:11]1([N:14]2[C:25]3[C:17](=[CH:18][N:19]=[C:20]4[C:24]=3[CH:23]=[CH:22][NH:21]4)[N:16]=[N:15]2)[CH2:12][CH2:13][NH:8][CH2:9][CH2:10]1. Reactant: C(OC([N:8]1[CH2:13][CH2:12][C:11]([CH3:26])([N:14]2[C:25]3[C:17](=[CH:18][N:19]=[C:20]4[C:24]=3[CH:23]=[CH:22][NH:21]4)[N:16]=[N:15]2)[CH2:10][CH2:9]1)=O)(C)(C)C. The catalyst class is: 157. (8) Reactant: Cl[C:2]1[CH:7]=[CH:6][C:5]([N+:8]([O-:10])=[O:9])=[CH:4][C:3]=1[S:11](Cl)(=[O:13])=[O:12].[N:15]1([CH:20]2[CH2:25][CH2:24][NH:23][CH2:22][CH2:21]2)[CH2:19][CH2:18][CH2:17][CH2:16]1.CCN(CC)CC.[Cl:33][C:34]1[CH:35]=[C:36]([OH:41])[CH:37]=[C:38]([Cl:40])[CH:39]=1.[H-].[Na+]. Product: [Cl:33][C:34]1[CH:35]=[C:36]([CH:37]=[C:38]([Cl:40])[CH:39]=1)[O:41][C:2]1[CH:7]=[CH:6][C:5]([N+:8]([O-:10])=[O:9])=[CH:4][C:3]=1[S:11]([N:23]1[CH2:24][CH2:25][CH:20]([N:15]2[CH2:19][CH2:18][CH2:17][CH2:16]2)[CH2:21][CH2:22]1)(=[O:13])=[O:12]. The catalyst class is: 1.